Dataset: Forward reaction prediction with 1.9M reactions from USPTO patents (1976-2016). Task: Predict the product of the given reaction. (1) Given the reactants ClC1N=C(Cl)C(Cl)=CN=1.CN1CCNCC1.Cl[C:18]1[N:23]=[C:22]([N:24]2[CH2:29][CH2:28][N:27]([CH3:30])[CH2:26][CH2:25]2)[C:21]([Cl:31])=[CH:20][N:19]=1.[CH3:32][P:33]([C:36]1[N:41]=[C:40]([O:42][CH3:43])[C:39]([NH2:44])=[CH:38][CH:37]=1)([CH3:35])=[O:34], predict the reaction product. The product is: [Cl:31][C:21]1[C:22]([N:24]2[CH2:29][CH2:28][N:27]([CH3:30])[CH2:26][CH2:25]2)=[N:23][C:18]([NH:44][C:39]2[C:40]([O:42][CH3:43])=[N:41][C:36]([P:33]([CH3:32])([CH3:35])=[O:34])=[CH:37][CH:38]=2)=[N:19][CH:20]=1. (2) Given the reactants Cl[C:2]1[C:11]2[C:6](=[CH:7][CH:8]=[CH:9][CH:10]=2)[N:5]=[C:4]([N:12]2[CH2:18][CH2:17][CH2:16][C:15]3[CH:19]=[CH:20][CH:21]=[CH:22][C:14]=3[CH2:13]2)[CH:3]=1.[C:23]([O:27][C:28]([N:30]1[C@@H:34]([CH:35]=[CH2:36])[CH2:33][O:32][C:31]1([CH3:38])[CH3:37])=[O:29])([CH3:26])([CH3:25])[CH3:24].CN(C1CCCCC1)C1CCCCC1.CN(C)C=O, predict the reaction product. The product is: [CH3:37][C:31]1([CH3:38])[N:30]([C:28]([O:27][C:23]([CH3:26])([CH3:25])[CH3:24])=[O:29])[C@@H:34](/[CH:35]=[CH:36]/[C:2]2[C:11]3[C:6](=[CH:7][CH:8]=[CH:9][CH:10]=3)[N:5]=[C:4]([N:12]3[CH2:18][CH2:17][CH2:16][C:15]4[CH:19]=[CH:20][CH:21]=[CH:22][C:14]=4[CH2:13]3)[CH:3]=2)[CH2:33][O:32]1. (3) Given the reactants C(O[C:6](=[O:36])[NH:7][C:8]([C:13](=[O:35])[NH:14][C:15]1[CH:20]=[CH:19][C:18]([C:21]2[CH:26]=[CH:25][CH:24]=[CH:23][C:22]=2[S:27](=[O:34])(=[O:33])[NH:28][C:29]([CH3:32])([CH3:31])[CH3:30])=[CH:17][CH:16]=1)(O)[CH:9](C)[OH:10])(C)(C)C.[C:37]([OH:43])(C(F)(F)F)=O.C(N(CC)CC)C.[Cl:51][C:52]1[CH:57]=[CH:56][C:55]([N:58]=C=O)=[CH:54][CH:53]=1, predict the reaction product. The product is: [C:29]([NH:28][S:27]([C:22]1[CH:23]=[CH:24][CH:25]=[CH:26][C:21]=1[C:18]1[CH:17]=[CH:16][C:15]([NH:14][C:13](=[O:35])[C:8]([NH:7][C:6]([NH:58][C:55]2[CH:56]=[CH:57][C:52]([Cl:51])=[CH:53][CH:54]=2)=[O:36])([CH2:37][OH:43])[CH2:9][OH:10])=[CH:20][CH:19]=1)(=[O:33])=[O:34])([CH3:30])([CH3:31])[CH3:32]. (4) Given the reactants [N:1]1([CH2:6][CH2:7][CH2:8][CH2:9][C:10]2[CH:25]=[CH:24][C:13]([O:14][CH2:15][C:16]3[O:17][CH:18]=[C:19]([C:21]([OH:23])=O)[N:20]=3)=[CH:12][CH:11]=2)[CH:5]=[CH:4][N:3]=[N:2]1.[CH3:26][NH:27][C:28]1[CH:33]=[CH:32][CH:31]=[CH:30][CH:29]=1, predict the reaction product. The product is: [CH3:26][N:27]([C:28]1[CH:33]=[CH:32][CH:31]=[CH:30][CH:29]=1)[C:21]([C:19]1[N:20]=[C:16]([CH2:15][O:14][C:13]2[CH:12]=[CH:11][C:10]([CH2:9][CH2:8][CH2:7][CH2:6][N:1]3[CH:5]=[CH:4][N:3]=[N:2]3)=[CH:25][CH:24]=2)[O:17][CH:18]=1)=[O:23]. (5) Given the reactants C([O:5][C:6]([N:8]1[CH2:14][C:13]2[CH:15]=[C:16]([C:19]3[CH:20]=[CH:21][C:22]([NH:26][CH2:27][CH2:28][N:29]4[CH2:33][CH2:32][CH2:31][CH2:30]4)=[N+:23]([O-])[CH:24]=3)[CH:17]=[CH:18][C:12]=2[O:11][CH2:10][CH2:9]1)=O)(C)(C)C.[CH2:34]([C:36]1[C:44]([F:45])=[C:43]([S:46]([CH3:49])(=[O:48])=[O:47])[CH:42]=[CH:41][C:37]=1C(O)=O)[CH3:35].CCN(C(C)C)C(C)C.CN(C(ON1N=NC2C=CC=NC1=2)=[N+](C)C)C.F[P-](F)(F)(F)(F)F, predict the reaction product. The product is: [CH2:34]([C:36]1[C:44]([F:45])=[C:43]([S:46]([CH3:49])(=[O:48])=[O:47])[CH:42]=[CH:41][C:37]=1[C:6]([N:8]1[CH2:14][C:13]2[CH:15]=[C:16]([C:19]3[CH:20]=[CH:21][C:22]([NH:26][CH2:27][CH2:28][N:29]4[CH2:30][CH2:31][CH2:32][CH2:33]4)=[N:23][CH:24]=3)[CH:17]=[CH:18][C:12]=2[O:11][CH2:10][CH2:9]1)=[O:5])[CH3:35].